From a dataset of Catalyst prediction with 721,799 reactions and 888 catalyst types from USPTO. Predict which catalyst facilitates the given reaction. (1) Reactant: [Si:1]([O:8][CH2:9][CH2:10][CH:11]([C:13]1[N:17]2[C:18](=[O:33])[CH:19]=[C:20]([CH2:22][N:23]([CH2:31][CH3:32])[C:24]3[CH:29]=[CH:28][C:27]([F:30])=[CH:26][CH:25]=3)[N:21]=[C:16]2[S:15][C:14]=1[CH3:34])O)([C:4]([CH3:7])([CH3:6])[CH3:5])([CH3:3])[CH3:2].C(N(S(F)(F)[F:41])CC)C. Product: [Si:1]([O:8][CH2:9][CH2:10][CH:11]([C:13]1[N:17]2[C:18](=[O:33])[CH:19]=[C:20]([CH2:22][N:23]([CH2:31][CH3:32])[C:24]3[CH:29]=[CH:28][C:27]([F:30])=[CH:26][CH:25]=3)[N:21]=[C:16]2[S:15][C:14]=1[CH3:34])[F:41])([C:4]([CH3:7])([CH3:6])[CH3:5])([CH3:3])[CH3:2]. The catalyst class is: 4. (2) Reactant: [F:1][C:2]1[CH:10]=[C:9]([C:11]([F:14])([F:13])[F:12])[CH:8]=[CH:7][C:3]=1[C:4]([NH2:6])=[O:5].C(Cl)(=O)[C:16](Cl)=[O:17]. Product: [F:1][C:2]1[CH:10]=[C:9]([C:11]([F:12])([F:13])[F:14])[CH:8]=[CH:7][C:3]=1[C:4]([N:6]=[C:16]=[O:17])=[O:5]. The catalyst class is: 344. (3) Product: [CH:1]1([N:5]2[CH2:10][CH2:9][N:8]([C:11]3[CH:12]=[CH:13][C:14]([NH:17][C:18]4[C:19]5[N:20]([N:32]=[CH:33][N:34]=5)[C:21]([C:24]5[CH:29]=[CH:28][NH:27][C:26](=[O:30])[CH:25]=5)=[CH:22][CH:23]=4)=[CH:15][CH:16]=3)[CH2:7][CH2:6]2)[CH2:2][CH2:3][CH2:4]1. The catalyst class is: 6. Reactant: [CH:1]1([N:5]2[CH2:10][CH2:9][N:8]([C:11]3[CH:16]=[CH:15][C:14]([NH:17][C:18]4[C:19]5[N:20]([N:32]=[CH:33][N:34]=5)[C:21]([C:24]5[CH:29]=[CH:28][N:27]=[C:26]([O:30]C)[CH:25]=5)=[CH:22][CH:23]=4)=[CH:13][CH:12]=3)[CH2:7][CH2:6]2)[CH2:4][CH2:3][CH2:2]1.Cl.N1C=CC=CC=1. (4) Reactant: [Cl:1][C:2]1[CH:37]=[CH:36][C:35]([CH2:38][CH2:39][O:40][CH3:41])=[CH:34][C:3]=1[CH2:4][N:5]([CH:31]1[CH2:33][CH2:32]1)[C:6]([C@@H:8]1[C@:13]([C:16]2[CH:21]=[CH:20][C:19]([F:22])=[C:18]([F:23])[CH:17]=2)([O:14][CH3:15])[CH2:12][CH2:11][N:10](C(OC(C)(C)C)=O)[CH2:9]1)=[O:7].Cl. Product: [Cl:1][C:2]1[CH:37]=[CH:36][C:35]([CH2:38][CH2:39][O:40][CH3:41])=[CH:34][C:3]=1[CH2:4][N:5]([CH:31]1[CH2:32][CH2:33]1)[C:6]([CH:8]1[C:13]([C:16]2[CH:21]=[CH:20][C:19]([F:22])=[C:18]([F:23])[CH:17]=2)([O:14][CH3:15])[CH2:12][CH2:11][NH:10][CH2:9]1)=[O:7]. The catalyst class is: 4.